Dataset: Forward reaction prediction with 1.9M reactions from USPTO patents (1976-2016). Task: Predict the product of the given reaction. (1) Given the reactants [CH:1]1[C:13]2[CH2:12][C:11]3[C:6](=[CH:7][CH:8]=[CH:9][CH:10]=3)[C:5]=2[CH:4]=[CH:3][C:2]=1[CH:14]=O.C([O-])(=O)C.[Na+].[Cl-].O[NH3+:23].C(O)(=O)C, predict the reaction product. The product is: [C:14]([C:2]1[CH:3]=[CH:4][C:5]2[C:6]3[C:11](=[CH:10][CH:9]=[CH:8][CH:7]=3)[CH2:12][C:13]=2[CH:1]=1)#[N:23]. (2) The product is: [OH:16][B:15]1[CH:14]([NH:28][C:29](=[O:37])[CH2:30][CH2:31][NH:32][S:33]([CH3:36])(=[O:35])=[O:34])[CH2:13][C:9]2[CH:10]=[CH:11][CH:12]=[C:7]([C:6]([OH:5])=[O:40])[C:8]=2[O:23]1. Given the reactants C([O:5][C:6](=[O:40])[C:7]1[CH:12]=[CH:11][CH:10]=[C:9]([CH2:13][CH:14]([NH:28][C:29](=[O:37])[CH2:30][CH2:31][NH:32][S:33]([CH3:36])(=[O:35])=[O:34])[B:15]2[O:23]C3C(C)(C4CC(C3)C4(C)C)[O:16]2)[C:8]=1OC)(C)(C)C.B(Br)(Br)Br, predict the reaction product. (3) The product is: [F:1][C:2]([C:5]1[CH:9]=[C:8]([NH:10][C:11]([NH:13][C:14]2[CH:19]=[CH:18][CH:17]=[C:16]([O:20][C:22]3[C:31]4[C:26](=[CH:27][C:28]([O:40][CH3:41])=[C:29]([O:32][CH2:33][CH2:34][CH2:35][S:36]([CH3:39])(=[O:37])=[O:38])[CH:30]=4)[N:25]=[CH:24][N:23]=3)[CH:15]=2)=[O:12])[O:7][N:6]=1)([CH3:3])[CH3:4]. Given the reactants [F:1][C:2]([C:5]1[CH:9]=[C:8]([NH:10][C:11]([NH:13][C:14]2[CH:19]=[CH:18][CH:17]=[C:16]([OH:20])[CH:15]=2)=[O:12])[O:7][N:6]=1)([CH3:4])[CH3:3].Cl[C:22]1[C:31]2[C:26](=[CH:27][C:28]([O:40][CH3:41])=[C:29]([O:32][CH2:33][CH2:34][CH2:35][S:36]([CH3:39])(=[O:38])=[O:37])[CH:30]=2)[N:25]=[CH:24][N:23]=1, predict the reaction product. (4) Given the reactants [NH:1]1[CH2:6][CH2:5][CH:4]([N:7]2[C:15]3[C:10](=[N:11][CH:12]=[CH:13][CH:14]=3)[NH:9][C:8]2=[O:16])[CH2:3][CH2:2]1.Cl[C:18]1[N:23]=[CH:22][N:21]=[C:20]([C:24]([C:26]2[CH:27]=[C:28]3[C:32](=[C:33]([CH3:35])[CH:34]=2)[N:31]([CH3:36])[N:30]=[CH:29]3)=[O:25])[CH:19]=1, predict the reaction product. The product is: [CH3:36][N:31]1[C:32]2[C:28](=[CH:27][C:26]([C:24]([C:20]3[N:21]=[CH:22][N:23]=[C:18]([N:1]4[CH2:2][CH2:3][CH:4]([N:7]5[C:15]6[C:10](=[N:11][CH:12]=[CH:13][CH:14]=6)[NH:9][C:8]5=[O:16])[CH2:5][CH2:6]4)[CH:19]=3)=[O:25])=[CH:34][C:33]=2[CH3:35])[CH:29]=[N:30]1.